This data is from Full USPTO retrosynthesis dataset with 1.9M reactions from patents (1976-2016). The task is: Predict the reactants needed to synthesize the given product. (1) Given the product [CH:43]1([CH2:42][CH2:37][N:1]2[C:9]3[C:4](=[CH:5][CH:6]=[CH:7][CH:8]=3)[C:3]3([C:21]4[C:12](=[CH:13][C:14]5[CH2:56][O:55][CH2:17][O:16][C:15]=5[CH:20]=4)[O:11][CH2:10]3)[C:2]2=[O:22])[CH2:34][CH2:25]1, predict the reactants needed to synthesize it. The reactants are: [NH:1]1[C:9]2[C:4](=[CH:5][CH:6]=[CH:7][CH:8]=2)[C:3]2([C:21]3[C:12](=[CH:13][C:14]4OC[CH2:17][O:16][C:15]=4[CH:20]=3)[O:11][CH2:10]2)[C:2]1=[O:22].N1C2C(=CC=CC=2)[C@@:25]2([C:43]3[C:34](=CC4OCCO[C:37]=4[CH:42]=3)OC2)C1=O.CC1C=CC(S([O:55][CH2:56]CC2CC2)(=O)=O)=CC=1.BrCCCCC. (2) Given the product [F:1][C:2]([F:7])([F:6])[C:3]([OH:5])=[O:4].[CH2:39]([S:36]([N:33]1[CH2:34][CH2:35][CH:30]([C:21]2[C:20]3[C:24](=[C:25]([C:27]([NH2:29])=[O:28])[CH:26]=[C:18]([C:15]4[CH:14]=[C:13]([CH2:12][NH:11][CH2:10][CH:9]([CH3:41])[CH3:8])[O:17][CH:16]=4)[CH:19]=3)[NH:23][CH:22]=2)[CH2:31][CH2:32]1)(=[O:37])=[O:38])[CH3:40], predict the reactants needed to synthesize it. The reactants are: [F:1][C:2]([F:7])([F:6])[C:3]([OH:5])=[O:4].[CH3:8][C:9](C)([CH3:41])[CH2:10][NH:11][CH2:12][C:13]1[O:17][CH:16]=[C:15]([C:18]2[CH:19]=[C:20]3[C:24](=[C:25]([C:27]([NH2:29])=[O:28])[CH:26]=2)[NH:23][CH:22]=[C:21]3[CH:30]2[CH2:35][CH2:34][N:33]([S:36]([CH2:39][CH3:40])(=[O:38])=[O:37])[CH2:32][CH2:31]2)[CH:14]=1.CC(C)(C)CN. (3) Given the product [CH3:8][C:7]1[C:2]([C:4]2[C:15]([CH3:14])=[CH:6][CH:7]=[CH:2][N:3]=2)=[N:3][CH:4]=[CH:5][CH:6]=1, predict the reactants needed to synthesize it. The reactants are: Br[C:2]1[C:7]([CH3:8])=[CH:6][CH:5]=[CH:4][N:3]=1.B(OBO)O.[CH3:14][C:15]([O-])=O.[K+]. (4) Given the product [CH3:18][C@:15]12[C@H:16]([CH3:17])[C@H:11]([NH:12][CH2:13][CH2:14]1)[CH2:10][C:9]1[CH:25]=[C:5]([C:3]#[N:4])[CH:6]=[CH:7][C:8]2=1, predict the reactants needed to synthesize it. The reactants are: [F-].[K+].[C:3]([C:5]1[C:6](OS(C(F)(F)F)(=O)=O)=[CH:7][C:8]2[C@@:15]3([CH3:18])[C@H:16]([CH3:17])[C@H:11]([N:12](C(=O)C(F)(F)F)[CH2:13][CH2:14]3)[CH2:10][C:9]=2[CH:25]=1)#[N:4].[OH-].[Na+].